This data is from Catalyst prediction with 721,799 reactions and 888 catalyst types from USPTO. The task is: Predict which catalyst facilitates the given reaction. Reactant: [C:1]([C:3]1[CH:8]=[CH:7][C:6](B(O)O)=[CH:5][CH:4]=1)#[N:2].I[C:13]1[S:17][C:16]([C:18]([O:20][CH3:21])=[O:19])=[C:15]([N:22]([C:26]([C@H:28]2[CH2:33][CH2:32][C@H:31]([CH3:34])[CH2:30][CH2:29]2)=[O:27])[CH:23]([CH3:25])[CH3:24])[CH:14]=1.C(=O)([O-])[O-].[Na+].[Na+]. Product: [C:1]([C:3]1[CH:8]=[CH:7][C:6]([C:13]2[S:17][C:16]([C:18]([O:20][CH3:21])=[O:19])=[C:15]([N:22]([C:26]([C@H:28]3[CH2:33][CH2:32][C@H:31]([CH3:34])[CH2:30][CH2:29]3)=[O:27])[CH:23]([CH3:25])[CH3:24])[CH:14]=2)=[CH:5][CH:4]=1)#[N:2]. The catalyst class is: 128.